From a dataset of Forward reaction prediction with 1.9M reactions from USPTO patents (1976-2016). Predict the product of the given reaction. (1) Given the reactants [I-].C[CH:3]=[N+:4]=[CH:5]C.[CH3:7][C:8]1[N:9]=[C:10]2[C:15]([OH:16])=[CH:14][C:13]([C:17]([O:19][CH2:20][CH3:21])=[O:18])=[CH:12][N:11]2[C:22]=1[CH3:23].[C:24](=O)([O-])O.[Na+], predict the reaction product. The product is: [CH3:7][C:8]1[N:9]=[C:10]2[C:15]([OH:16])=[C:14]([CH2:3][N:4]([CH3:5])[CH3:24])[C:13]([C:17]([O:19][CH2:20][CH3:21])=[O:18])=[CH:12][N:11]2[C:22]=1[CH3:23]. (2) Given the reactants Cl[C:2]1[N:7]=[C:6]([NH:8][C:9]2[N:14]=[CH:13][C:12]3[N:15]=[CH:16][N:17]([CH:18]([CH3:20])[CH3:19])[C:11]=3[CH:10]=2)[CH:5]=[CH:4][N:3]=1.[CH3:21][S:22]([N:25]1[CH2:30][CH2:29][NH:28][CH2:27][CH2:26]1)(=[O:24])=[O:23].C(N(CC)CC)C, predict the reaction product. The product is: [CH:18]([N:17]1[C:11]2[CH:10]=[C:9]([NH:8][C:6]3[CH:5]=[CH:4][N:3]=[C:2]([N:28]4[CH2:29][CH2:30][N:25]([S:22]([CH3:21])(=[O:24])=[O:23])[CH2:26][CH2:27]4)[N:7]=3)[N:14]=[CH:13][C:12]=2[N:15]=[CH:16]1)([CH3:20])[CH3:19].